From a dataset of Forward reaction prediction with 1.9M reactions from USPTO patents (1976-2016). Predict the product of the given reaction. Given the reactants [CH3:1][S:2](Cl)(=[O:4])=[O:3].ClCCl.[CH2:9]([C@H:12]1[CH2:17][CH2:16][C@H:15]([CH2:18][CH2:19][C@H:20]2[CH2:25][CH2:24][C@H:23]([CH2:26][OH:27])[CH2:22][CH2:21]2)[CH2:14][CH2:13]1)[CH2:10][CH3:11].Cl, predict the reaction product. The product is: [CH3:1][S:2]([O:27][CH2:26][C@H:23]1[CH2:22][CH2:21][C@H:20]([CH2:19][CH2:18][C@H:15]2[CH2:16][CH2:17][C@H:12]([CH2:9][CH2:10][CH3:11])[CH2:13][CH2:14]2)[CH2:25][CH2:24]1)(=[O:4])=[O:3].